This data is from Forward reaction prediction with 1.9M reactions from USPTO patents (1976-2016). The task is: Predict the product of the given reaction. (1) Given the reactants [Cl:1][C:2]1[N:7]=[CH:6][C:5]([OH:8])=[CH:4][C:3]=1[F:9].O[CH2:11][C@@H:12]([NH:14][C:15](=[O:21])[O:16][C:17]([CH3:20])([CH3:19])[CH3:18])[CH3:13].C1(P(C2C=CC=CC=2)C2C=CC=CC=2)C=CC=CC=1.N(C(OC(C)C)=O)=NC(OC(C)C)=O, predict the reaction product. The product is: [Cl:1][C:2]1[N:7]=[CH:6][C:5]([O:8][CH2:13][C@@H:12]([NH:14][C:15](=[O:21])[O:16][C:17]([CH3:18])([CH3:20])[CH3:19])[CH3:11])=[CH:4][C:3]=1[F:9]. (2) Given the reactants [Cu]([C:4]#[N:5])C#N.[Br:6][C:7]1[CH:8]=[CH:9][C:10]2[C:23]3[N:22]=[C:21]([C:24]4[C:29](Br)=[CH:28][CH:27]=[CH:26][C:25]=4Br)[NH:20][C:19]=3[C:18]3[C:13](=[CH:14][C:15]([C:32]([OH:35])([CH3:34])[CH3:33])=[CH:16][CH:17]=3)[C:11]=2[CH:12]=1.[NH4+].[OH-].C(OCC)(=O)C.[CH3:44][N:45](C=O)C, predict the reaction product. The product is: [Br:6][C:7]1[CH:8]=[CH:9][C:10]2[C:23]3[N:22]=[C:21]([C:24]4[C:25]([C:4]#[N:5])=[CH:26][CH:27]=[CH:28][C:29]=4[C:44]#[N:45])[NH:20][C:19]=3[C:18]3[C:13](=[CH:14][C:15]([C:32]([OH:35])([CH3:33])[CH3:34])=[CH:16][CH:17]=3)[C:11]=2[CH:12]=1. (3) The product is: [CH2:11]([NH:18][C@H:3]1[C@@H:2]([CH3:1])[CH2:9][CH2:8][C:5]2([CH2:7][CH2:6]2)[CH2:4]1)[C:12]1[CH:17]=[CH:16][CH:15]=[CH:14][CH:13]=1. Given the reactants [CH3:1][CH:2]1[CH2:9][CH2:8][C:5]2([CH2:7][CH2:6]2)[CH2:4][C:3]1=O.[CH2:11]([NH2:18])[C:12]1[CH:17]=[CH:16][CH:15]=[CH:14][CH:13]=1.C(O[BH-](OC(=O)C)OC(=O)C)(=O)C.[Na+].C(O)(=O)C, predict the reaction product. (4) Given the reactants [C:1]([CH2:3][CH2:4][CH2:5][CH2:6][C:7]([O:9][CH3:10])=[O:8])#[N:2].[Cl-].C([NH+](CC)CC)C.[N-:19]=[N+:20]=[N-:21].[Na+].O, predict the reaction product. The product is: [NH:2]1[C:1]([CH2:3][CH2:4][CH2:5][CH2:6][C:7]([O:9][CH3:10])=[O:8])=[N:21][N:20]=[N:19]1. (5) Given the reactants [C:1]([O:4][C@@H:5]1[CH2:21][C@H:20]2[C@@:8]([CH3:31])([C@@H:9]3[C@@H:17]([C@@H:18]([OH:23])[C@@H:19]2[OH:22])[C@H:16]2[C@@:12]([CH3:30])([C@@:13]([C:25]4[O:26][CH:27]=[CH:28][CH:29]=4)([OH:24])[CH2:14][CH2:15]2)[CH2:11][CH2:10]3)[CH2:7][CH2:6]1)(=[O:3])[CH3:2].C1COCC1.O.[BH4-].[Na+], predict the reaction product. The product is: [C:1]([O:4][C@H:5]1[CH2:6][CH2:7][C@@:8]([C@H:9]2[CH2:10][CH2:11][C@@:12]3([CH3:30])[C@@H:16]([CH2:15][CH2:14][C@:13]3([C:25]3[O:26][CH:27]=[CH:28][CH:29]=3)[OH:24])[C@@H:17]2[CH2:18][OH:23])([CH3:31])[C@@H:20]([CH2:19][OH:22])[CH2:21]1)(=[O:3])[CH3:2].